Dataset: Forward reaction prediction with 1.9M reactions from USPTO patents (1976-2016). Task: Predict the product of the given reaction. (1) Given the reactants [NH2:1][C:2]1[CH:7]=[C:6]([Br:8])[C:5]([F:9])=[CH:4][C:3]=1[OH:10].C([O-])([O-])=O.[K+].[K+].Cl[CH2:18][C:19](Cl)=[O:20].O, predict the reaction product. The product is: [Br:8][C:6]1[C:5]([F:9])=[CH:4][C:3]2[O:10][CH2:18][C:19](=[O:20])[NH:1][C:2]=2[CH:7]=1. (2) Given the reactants [Cl:1][C:2]1[CH:3]=[C:4]([C:12]2[O:16][N:15]=[C:14]([C:17]3[CH:18]=[CH:19][C:20]([CH2:27][CH2:28][C:29]([O:31]CC)=[O:30])=[C:21]4[C:25]=3[N:24]([CH3:26])[CH:23]=[CH:22]4)[N:13]=2)[CH:5]=[CH:6][C:7]=1[O:8][CH:9]([CH3:11])[CH3:10].[OH-].[Na+].Cl, predict the reaction product. The product is: [Cl:1][C:2]1[CH:3]=[C:4]([C:12]2[O:16][N:15]=[C:14]([C:17]3[CH:18]=[CH:19][C:20]([CH2:27][CH2:28][C:29]([OH:31])=[O:30])=[C:21]4[C:25]=3[N:24]([CH3:26])[CH:23]=[CH:22]4)[N:13]=2)[CH:5]=[CH:6][C:7]=1[O:8][CH:9]([CH3:11])[CH3:10]. (3) Given the reactants [CH2:1]([N:8]1[C:13]([C:14]2[C:18]([Cl:19])=[C:17]([O:20][CH:21]([F:23])[F:22])[N:16]([CH3:24])[N:15]=2)=[C:12]([F:25])[CH:11]=[C:10]([Cl:26])[C:9]1=O)[C:2]1[CH:7]=[CH:6][CH:5]=[CH:4][CH:3]=1.C1(C)C=CC=CC=1.COC1C=CC(P2(SP(C3C=CC(OC)=CC=3)(=S)S2)=[S:44])=CC=1, predict the reaction product. The product is: [CH2:1]([N:8]1[C:13]([C:14]2[C:18]([Cl:19])=[C:17]([O:20][CH:21]([F:23])[F:22])[N:16]([CH3:24])[N:15]=2)=[C:12]([F:25])[CH:11]=[C:10]([Cl:26])[C:9]1=[S:44])[C:2]1[CH:7]=[CH:6][CH:5]=[CH:4][CH:3]=1. (4) The product is: [N:1]1([S:16]([C:13]2[CH:12]=[CH:11][C:10]([NH:9][C:6](=[O:8])[CH3:7])=[CH:15][CH:14]=2)(=[O:18])=[O:17])[CH2:5][CH2:4][CH2:3][CH2:2]1. Given the reactants [NH:1]1[CH2:5][CH2:4][CH2:3][CH2:2]1.[C:6]([NH:9][C:10]1[CH:15]=[CH:14][C:13]([S:16](Cl)(=[O:18])=[O:17])=[CH:12][CH:11]=1)(=[O:8])[CH3:7].O, predict the reaction product. (5) Given the reactants [C:1]1([C:7]2[N:11]=[C:10]([N:12]3[CH2:17][CH2:16][NH:15][CH2:14][CH2:13]3)[S:9][N:8]=2)[CH:6]=[CH:5][CH:4]=[CH:3][CH:2]=1.C(N(CC)CC)C.[F:25][C:26]([F:37])([F:36])[C:27]1[CH:32]=[CH:31][C:30]([N:33]=[C:34]=[O:35])=[CH:29][CH:28]=1, predict the reaction product. The product is: [C:1]1([C:7]2[N:11]=[C:10]([N:12]3[CH2:17][CH2:16][N:15]([C:34]([NH:33][C:30]4[CH:29]=[CH:28][C:27]([C:26]([F:25])([F:36])[F:37])=[CH:32][CH:31]=4)=[O:35])[CH2:14][CH2:13]3)[S:9][N:8]=2)[CH:2]=[CH:3][CH:4]=[CH:5][CH:6]=1. (6) Given the reactants Br[C:2]1[CH:7]=[C:6]([C:8]2[N:12]3[CH:13]=[CH:14][CH:15]=[CH:16][C:11]3=[N:10][C:9]=2[C:17]2[CH:22]=[CH:21][CH:20]=[C:19]([CH3:23])[N:18]=2)[CH:5]=[CH:4][N:3]=1.[C:24]([C:26]1[CH:31]=[CH:30][C:29](B(O)O)=[CH:28][CH:27]=1)#[N:25], predict the reaction product. The product is: [C:24]([C:26]1[CH:31]=[CH:30][C:29]([C:2]2[CH:7]=[C:6]([C:8]3[N:12]4[CH:13]=[CH:14][CH:15]=[CH:16][C:11]4=[N:10][C:9]=3[C:17]3[CH:22]=[CH:21][CH:20]=[C:19]([CH3:23])[N:18]=3)[CH:5]=[CH:4][N:3]=2)=[CH:28][CH:27]=1)#[N:25]. (7) Given the reactants C[O:2][C:3](=[O:38])[C@H:4]([NH:20][S:21]([C:24]1[CH:29]=[CH:28][C:27]([C:30]2[CH:35]=[CH:34][C:33]([O:36][CH3:37])=[CH:32][CH:31]=2)=[CH:26][CH:25]=1)(=[O:23])=[O:22])[C@H:5]([O:11][CH2:12][C:13]1[CH:18]=[CH:17][C:16]([CH3:19])=[CH:15][CH:14]=1)[C:6]1[S:7][CH:8]=[CH:9][N:10]=1.COC(=O)[C@H](NS(C1C=CC(Br)=CC=1)(=O)=O)[C@H](OCC1C=CC(C)=CC=1)C1SC=CN=1.COC1C=CC(B(O)O)=CC=1.C([O-])([O-])=O.[Na+].[Na+], predict the reaction product. The product is: [CH3:37][O:36][C:33]1[CH:32]=[CH:31][C:30]([C:27]2[CH:26]=[CH:25][C:24]([S:21]([NH:20][C@H:4]([C@H:5]([O:11][CH2:12][C:13]3[CH:14]=[CH:15][C:16]([CH3:19])=[CH:17][CH:18]=3)[C:6]3[S:7][CH:8]=[CH:9][N:10]=3)[C:3]([OH:38])=[O:2])(=[O:23])=[O:22])=[CH:29][CH:28]=2)=[CH:35][CH:34]=1.